Dataset: Full USPTO retrosynthesis dataset with 1.9M reactions from patents (1976-2016). Task: Predict the reactants needed to synthesize the given product. (1) Given the product [Br:1][C:2]1[C:3]([F:29])=[CH:4][C:5]2[CH:11]3[CH2:12][CH:9]([CH2:10]3)[N:8]3[C:13]([CH:20]([OH:27])[C:21]4[N:25]([CH3:26])[N:24]=[CH:23][CH:22]=4)=[C:14]([C:16]([NH2:35])=[O:18])[N:15]=[C:7]3[C:6]=2[CH:28]=1, predict the reactants needed to synthesize it. The reactants are: [Br:1][C:2]1[C:3]([F:29])=[CH:4][C:5]2[CH:11]3[CH2:12][CH:9]([CH2:10]3)[N:8]3[C:13]([CH:20]([OH:27])[C:21]4[N:25]([CH3:26])[N:24]=[CH:23][CH:22]=4)=[C:14]([C:16]([O:18]C)=O)[N:15]=[C:7]3[C:6]=2[CH:28]=1.C[O-].[Na+].C([NH2:35])=O. (2) Given the product [Cl:1][C:2]1[N:3]=[C:4]([CH3:10])[N:5]=[C:6]([NH2:12])[C:7]=1[CH3:8], predict the reactants needed to synthesize it. The reactants are: [Cl:1][C:2]1[C:7]([CH3:8])=[C:6](Cl)[N:5]=[C:4]([CH3:10])[N:3]=1.[OH-].[NH4+:12]. (3) Given the product [CH3:34][S:35]([O:26][CH2:25][C:22]1[N:23]=[CH:24][N:20]([C:1]([C:2]2[CH:7]=[CH:6][CH:5]=[CH:4][CH:3]=2)([C:8]2[CH:13]=[CH:12][CH:11]=[CH:10][CH:9]=2)[C:14]2[CH:15]=[CH:16][CH:17]=[CH:18][CH:19]=2)[N:21]=1)(=[O:37])=[O:36], predict the reactants needed to synthesize it. The reactants are: [C:1]([N:20]1[CH:24]=[N:23][C:22]([CH2:25][OH:26])=[N:21]1)([C:14]1[CH:19]=[CH:18][CH:17]=[CH:16][CH:15]=1)([C:8]1[CH:13]=[CH:12][CH:11]=[CH:10][CH:9]=1)[C:2]1[CH:7]=[CH:6][CH:5]=[CH:4][CH:3]=1.C(N(CC)CC)C.[CH3:34][S:35](Cl)(=[O:37])=[O:36].O. (4) Given the product [C:36]([O:17][C:15](=[O:16])[C@@H:14]([NH:13][C:11]([C:6]1([CH2:5][CH2:4][NH2:1])[CH2:10][CH2:9][CH2:8][CH2:7]1)=[O:12])[CH2:18][C:19]1[CH:24]=[CH:23][C:22]([NH:25][C:26](=[O:35])[C:27]2[C:32]([Cl:33])=[CH:31][CH:30]=[CH:29][C:28]=2[Cl:34])=[CH:21][CH:20]=1)([CH3:37])([CH3:40])[CH3:41], predict the reactants needed to synthesize it. The reactants are: [N:1]([CH2:4][CH2:5][C:6]1([C:11]([NH:13][C@@H:14]([CH2:18][C:19]2[CH:24]=[CH:23][C:22]([NH:25][C:26](=[O:35])[C:27]3[C:32]([Cl:33])=[CH:31][CH:30]=[CH:29][C:28]=3[Cl:34])=[CH:21][CH:20]=2)[C:15]([OH:17])=[O:16])=[O:12])[CH2:10][CH2:9][CH2:8][CH2:7]1)=[N+]=[N-].[CH2:36]1[CH2:40]OC[CH2:37]1.[CH3:41]P(C)C. (5) Given the product [S:23]1[CH:24]=[CH:25][C:21]([CH2:20][NH:19][CH:16]2[CH2:17][CH2:18][N:13]([C@H:11]([CH3:12])[CH2:10][CH2:9][NH:8][C:6]([C:5]3[C:26]([CH3:28])=[CH:27][C:2]([C:32]4[CH:31]=[N:30][CH:35]=[CH:34][CH:33]=4)=[N:3][C:4]=3[CH3:29])=[O:7])[CH2:14][CH2:15]2)=[CH:22]1, predict the reactants needed to synthesize it. The reactants are: Cl[C:2]1[CH:27]=[C:26]([CH3:28])[C:5]([C:6]([NH:8][CH2:9][CH2:10][C@H:11]([N:13]2[CH2:18][CH2:17][CH:16]([NH:19][CH2:20][C:21]3[CH:25]=[CH:24][S:23][CH:22]=3)[CH2:15][CH2:14]2)[CH3:12])=[O:7])=[C:4]([CH3:29])[N:3]=1.[N:30]1[CH:35]=[CH:34][CH:33]=[C:32](B(O)O)[CH:31]=1. (6) Given the product [CH2:1]([O:5][C:6]1[CH:7]=[CH:8][C:9]([C:12]2[S:16][C:15]([C@@:17]3([CH2:25][C:26]([OH:28])=[O:27])[CH2:22][CH2:21][CH2:20][CH2:19][S:18]3(=[O:24])=[O:23])=[CH:14][CH:13]=2)=[CH:10][CH:11]=1)[CH2:2][CH2:3][CH3:4], predict the reactants needed to synthesize it. The reactants are: [CH2:1]([O:5][C:6]1[CH:11]=[CH:10][C:9]([C:12]2[S:16][C:15]([C@@:17]3([CH2:25][C:26]([O:28]CC4C=CC(OC)=CC=4)=[O:27])[CH2:22][CH2:21][CH2:20][CH2:19][S:18]3(=[O:24])=[O:23])=[CH:14][CH:13]=2)=[CH:8][CH:7]=1)[CH2:2][CH2:3][CH3:4].Cl. (7) Given the product [CH3:1][N:2]([CH2:13][C:14]1[N:18]([CH2:19][CH2:20][CH:21]2[CH2:26][CH2:25][CH2:24][CH2:23][NH:22]2)[C:17]2[CH:34]=[CH:35][CH:36]=[CH:37][C:16]=2[N:15]=1)[CH:3]1[C:12]2[N:11]=[CH:10][CH:9]=[CH:8][C:7]=2[CH2:6][CH2:5][CH2:4]1, predict the reactants needed to synthesize it. The reactants are: [CH3:1][N:2]([CH2:13][C:14]1[N:18]([CH2:19][CH2:20][CH:21]2[CH2:26][CH2:25][CH2:24][CH2:23][N:22]2C(OC(C)(C)C)=O)[C:17]2[CH:34]=[CH:35][CH:36]=[CH:37][C:16]=2[N:15]=1)[CH:3]1[C:12]2[N:11]=[CH:10][CH:9]=[CH:8][C:7]=2[CH2:6][CH2:5][CH2:4]1.Cl.O1CCOCC1. (8) Given the product [CH3:1][O:2][C:3]([C:5]1[C:6]2[CH2:7][C:8]([CH3:24])([CH3:23])[CH:9]([C:16]3[CH:21]=[CH:20][CH:19]=[C:18]([N:25]4[CH2:30][CH2:29][O:28][CH2:27][CH2:26]4)[CH:17]=3)[NH:10][C:11]=2[C:12]([Cl:15])=[CH:13][CH:14]=1)=[O:4], predict the reactants needed to synthesize it. The reactants are: [CH3:1][O:2][C:3]([C:5]1[C:6]2[CH2:7][C:8]([CH3:24])([CH3:23])[CH:9]([C:16]3[CH:21]=[CH:20][CH:19]=[C:18](Br)[CH:17]=3)[NH:10][C:11]=2[C:12]([Cl:15])=[CH:13][CH:14]=1)=[O:4].[NH:25]1[CH2:30][CH2:29][O:28][CH2:27][CH2:26]1.Cl.CN(C)CC(O)=O.C(=O)([O-])[O-].[K+].[K+].